From a dataset of Forward reaction prediction with 1.9M reactions from USPTO patents (1976-2016). Predict the product of the given reaction. (1) Given the reactants [F:1][C:2]1[CH:3]=[C:4]([CH:9](C)[C:10](O)=O)C=[CH:6][C:7]=1[F:8].[C:14](Cl)(=[O:18])[C:15](Cl)=O.[Al+3].[Cl-].[Cl-].[Cl-], predict the reaction product. The product is: [F:1][C:2]1[CH:3]=[C:4]2[C:15](=[CH:6][C:7]=1[F:8])[C:14](=[O:18])[CH2:10][CH2:9]2. (2) The product is: [CH3:1][O:2][C:3](=[CH2:21])[CH2:4][C@@H:5]1[CH2:10][CH2:9][CH2:8][CH2:7][N:6]1[C:11]([O:13][C:14]([CH3:17])([CH3:16])[CH3:15])=[O:12]. Given the reactants [CH3:1][O:2][C:3](=O)[CH2:4][C@@H:5]1[CH2:10][CH2:9][CH2:8][CH2:7][N:6]1[C:11]([O:13][C:14]([CH3:17])([CH3:16])[CH3:15])=[O:12].[OH-].[Na+].[CH2:21]1COCC1, predict the reaction product. (3) Given the reactants [CH2:1]([OH:23])[C@H:2]1[O:7][C@@H:6]([O:8][C@H:9]2[C@H:14]([OH:15])[C@@H:13]([OH:16])[C@H:12]([OH:17])[O:11][C@@H:10]2[CH2:18][OH:19])[C@H:5]([OH:20])[C@@H:4]([OH:21])[C@@H:3]1[OH:22].C(O)(=O)C(C)O, predict the reaction product. The product is: [O:8]=[CH:6][C@@H:5]([C@H:4]([C@@H:3]([C@@H:2]([CH2:1][OH:23])[OH:7])[OH:22])[OH:21])[OH:20].[O:7]=[CH:2][C@@H:3]([C@H:4]([C@@H:5]([CH2:6][OH:8])[OH:20])[OH:21])[OH:22].[CH2:1]([OH:23])[C@H:2]1[O:7][C@@H:6]([O:8][C@H:9]2[C@H:14]([OH:15])[C@@H:13]([OH:16])[C@H:12]([OH:17])[O:11][C@@H:10]2[CH2:18][OH:19])[C@H:5]([OH:20])[C@@H:4]([OH:21])[C@@H:3]1[OH:22]. (4) Given the reactants [CH2:1](Br)[C:2]1[CH:7]=[CH:6][CH:5]=[CH:4][CH:3]=1.[Br:9][C:10]1[CH:15]=[C:14]([C:16]2[O:20][N:19]=[C:18]([CH3:21])[C:17]=2[C:22]2[CH:27]=[CH:26][C:25]([O:28][CH3:29])=[CH:24][CH:23]=2)[C:13]([OH:30])=[CH:12][C:11]=1[OH:31].C(=O)([O-])[O-].[Cs+].[Cs+].O, predict the reaction product. The product is: [CH2:1]([O:30][C:13]1[CH:12]=[C:11]([O:31][CH2:1][C:2]2[CH:7]=[CH:6][CH:5]=[CH:4][CH:3]=2)[C:10]([Br:9])=[CH:15][C:14]=1[C:16]1[O:20][N:19]=[C:18]([CH3:21])[C:17]=1[C:22]1[CH:23]=[CH:24][C:25]([O:28][CH3:29])=[CH:26][CH:27]=1)[C:2]1[CH:7]=[CH:6][CH:5]=[CH:4][CH:3]=1. (5) Given the reactants [Br:1][C:2]1[CH:7]=[CH:6][C:5]([C@H:8]2[CH2:10][C@@H:9]2[C:11](N2[C@@H]3C[C@@H]4C(C)(C)[C@]3(CC4)CS2(=O)=O)=[O:12])=[CH:4][CH:3]=1.[H-].C([Al+]CC(C)C)C(C)C.C(=O)=O.[Cl-].[NH4+], predict the reaction product. The product is: [Br:1][C:2]1[CH:3]=[CH:4][C:5]([C@H:8]2[CH2:10][C@@H:9]2[CH:11]=[O:12])=[CH:6][CH:7]=1. (6) Given the reactants [CH3:1][C:2]1[CH:7]=[CH:6][C:5]([S:8]([O:11][CH2:12][CH:13]([OH:18])[CH2:14][N:15]=[N+:16]=[N-:17])(=[O:10])=[O:9])=[CH:4][CH:3]=1.[C:19](OC(=O)C)(=[O:21])[CH3:20], predict the reaction product. The product is: [C:19]([O:18][CH:13]([CH2:12][O:11][S:8]([C:5]1[CH:6]=[CH:7][C:2]([CH3:1])=[CH:3][CH:4]=1)(=[O:9])=[O:10])[CH2:14][N:15]=[N+:16]=[N-:17])(=[O:21])[CH3:20]. (7) Given the reactants Cl[C:2]1[N:7]=[C:6]([C:8]2[CH:14]=[CH:13][C:11]([NH2:12])=[CH:10][CH:9]=2)[CH:5]=[CH:4][N:3]=1, predict the reaction product. The product is: [N:3]1[CH:4]=[CH:5][C:6]([C:8]2[CH:14]=[CH:13][C:11]([NH2:12])=[CH:10][CH:9]=2)=[N:7][CH:2]=1.